From a dataset of Forward reaction prediction with 1.9M reactions from USPTO patents (1976-2016). Predict the product of the given reaction. (1) Given the reactants C([O-])(=O)C.[Na+].[Cl:6][C:7]1[CH:8]=[CH:9][C:10]([O:13][CH2:14][CH3:15])=[N:11][CH:12]=1.[Br:16]Br, predict the reaction product. The product is: [Br:16][C:9]1[C:10]([O:13][CH2:14][CH3:15])=[N:11][CH:12]=[C:7]([Cl:6])[CH:8]=1. (2) Given the reactants [OH:1][C:2]1[CH:7]=[CH:6][CH:5]=[CH:4][C:3]=1[C:8](=[O:10])[CH3:9].O[C@H:12]([C:32]1[CH:37]=[CH:36][CH:35]=[CH:34][CH:33]=1)[CH2:13][N:14]1[CH2:19][CH2:18][CH:17]([C:20]2[CH:21]=[C:22]([NH:26][C:27](=[O:31])[CH:28]([CH3:30])[CH3:29])[CH:23]=[CH:24][CH:25]=2)[CH2:16][CH2:15]1, predict the reaction product. The product is: [C:8]([C:3]1[CH:4]=[CH:5][CH:6]=[CH:7][C:2]=1[O:1][C@@H:12]([C:32]1[CH:37]=[CH:36][CH:35]=[CH:34][CH:33]=1)[CH2:13][N:14]1[CH2:19][CH2:18][CH:17]([C:20]2[CH:21]=[C:22]([NH:26][C:27](=[O:31])[CH:28]([CH3:30])[CH3:29])[CH:23]=[CH:24][CH:25]=2)[CH2:16][CH2:15]1)(=[O:10])[CH3:9]. (3) Given the reactants [C:1]1(=[O:8])[O:7][C:5](=[O:6])[CH2:4][CH2:3][CH2:2]1.[CH3:9][C:10]1[CH2:15][CH2:14][CH2:13][C:12]([CH3:17])([CH3:16])[C:11]=1/[CH:18]=[CH:19]/[C:20](/[CH3:29])=[CH:21]/[CH:22]=[CH:23]/[C:24](/[CH3:28])=[CH:25]/[CH2:26][OH:27].C(N(CC)CC)C, predict the reaction product. The product is: [CH3:28]/[C:24](/[CH:23]=[CH:22]/[CH:21]=[C:20](\[CH3:29])/[CH:19]=[CH:18]/[C:11]1[C:12]([CH3:17])([CH3:16])[CH2:13][CH2:14][CH2:15][C:10]=1[CH3:9])=[CH:25]\[CH2:26][O:27][C:5](=[O:6])[CH2:4][CH2:3][CH2:2][C:1]([OH:7])=[O:8]. (4) Given the reactants [CH3:1][C:2]1[S:6][C:5]([C:7]2[CH:8]=[C:9]3[C:14](=[C:15]([O:17]COCC[Si](C)(C)C)[CH:16]=2)[N:13]=[CH:12][N:11](COCC[Si](C)(C)C)[C:10]3=[O:34])=[N:4][CH:3]=1.C(O)=O, predict the reaction product. The product is: [OH:17][C:15]1[CH:16]=[C:7]([C:5]2[S:6][C:2]([CH3:1])=[CH:3][N:4]=2)[CH:8]=[C:9]2[C:14]=1[N:13]=[CH:12][NH:11][C:10]2=[O:34]. (5) The product is: [CH2:3]([O:6][C:7]1[CH:8]=[CH:9][C:10]2[C:11](=[O:24])[C:12]3[C:17]([O:18][C:19]=2[C:20]=1[C:21](=[O:23])[CH:22]=[CH:25][C:26]1[CH:31]=[CH:30][CH:29]=[CH:28][CH:27]=1)=[CH:16][CH:15]=[CH:14][CH:13]=3)[CH:4]=[CH2:5]. Given the reactants [OH-].[K+].[CH2:3]([O:6][C:7]1[CH:8]=[CH:9][C:10]2[C:11](=[O:24])[C:12]3[C:17]([O:18][C:19]=2[C:20]=1[C:21](=[O:23])[CH3:22])=[CH:16][CH:15]=[CH:14][CH:13]=3)[CH:4]=[CH2:5].[CH:25](=O)[C:26]1[CH:31]=[CH:30][CH:29]=[CH:28][CH:27]=1, predict the reaction product. (6) The product is: [NH2:1][C:2]1[C:3]([C:21]([O:23][CH2:24][CH3:25])=[O:22])=[N:4][C:5]([C:14]2[CH:19]=[CH:18][C:17](=[O:20])[NH:16][CH:15]=2)=[C:6]([C:8]2[CH:9]=[CH:10][CH:11]=[CH:12][CH:13]=2)[N:7]=1.[NH2:1][C:2]1[C:38]([C:36]([O:35][CH2:34][CH3:33])=[O:37])=[N:4][C:5]([C:14]2[CH:19]=[CH:18][C:17](=[O:20])[N:16]([CH2:27][CH3:28])[CH:15]=2)=[C:6]([C:8]2[CH:9]=[CH:10][CH:11]=[CH:12][CH:13]=2)[N:7]=1. Given the reactants [NH2:1][C:2]1[C:3]([C:21]([OH:23])=[O:22])=[N:4][C:5]([C:14]2[CH:19]=[CH:18][C:17](=[O:20])[NH:16][CH:15]=2)=[C:6]([C:8]2[CH:13]=[CH:12][CH:11]=[CH:10][CH:9]=2)[N:7]=1.[CH2:24](I)[CH3:25].[CH3:27][C:28]([O-])(C)C.[K+].[CH3:33][CH2:34][O:35][C:36]([CH3:38])=[O:37], predict the reaction product. (7) Given the reactants [CH3:1][C:2]([CH3:9])=[CH:3][CH2:4][CH2:5][C@@H:6]([OH:8])[CH3:7], predict the reaction product. The product is: [CH3:1][CH:2]([CH3:9])[CH2:3][CH2:4][CH2:5][C@@H:6]([OH:8])[CH3:7]. (8) Given the reactants [Br:1][C:2]1[C:3]([CH3:10])=[CH:4][C:5](=[O:9])[NH:6][C:7]=1[CH3:8].Cl[CH2:12]Cl, predict the reaction product. The product is: [Br:1][C:2]1[C:7]([CH3:8])=[N:6][C:5]([O:9][CH3:12])=[CH:4][C:3]=1[CH3:10]. (9) Given the reactants [N:1]12[CH2:9][CH2:8][CH:5]([CH2:6][CH2:7]1)[N:4]([C:10]([C:12]1[O:13][C:14]([C:17]3[CH:22]=[CH:21][C:20]([NH2:23])=[CH:19][CH:18]=3)=[CH:15][CH:16]=1)=[O:11])[CH2:3][CH2:2]2.[CH2:24]([O:26]C=O)C, predict the reaction product. The product is: [N:1]12[CH2:7][CH2:6][CH:5]([CH2:8][CH2:9]1)[N:4]([C:10]([C:12]1[O:13][C:14]([C:17]3[CH:22]=[CH:21][C:20]([NH:23][CH:24]=[O:26])=[CH:19][CH:18]=3)=[CH:15][CH:16]=1)=[O:11])[CH2:3][CH2:2]2. (10) Given the reactants [CH3:1][N:2]([S:23]([C:26]1[S:27][CH:28]=[CH:29][CH:30]=1)(=[O:25])=[O:24])[C:3]1[CH:4]=[CH:5][CH:6]=[C:7]2[C:11]=1[NH:10][C:9]([C:12]1[S:13][CH:14]=[C:15]([CH2:17][C:18]([O:20]CC)=[O:19])[N:16]=1)=[CH:8]2.[OH-].[Na+].O1CCCC1.C(O)(=O)CC(CC(O)=O)(C(O)=O)O, predict the reaction product. The product is: [CH3:1][N:2]([S:23]([C:26]1[S:27][CH:28]=[CH:29][CH:30]=1)(=[O:25])=[O:24])[C:3]1[CH:4]=[CH:5][CH:6]=[C:7]2[C:11]=1[NH:10][C:9]([C:12]1[S:13][CH:14]=[C:15]([CH2:17][C:18]([OH:20])=[O:19])[N:16]=1)=[CH:8]2.